This data is from Forward reaction prediction with 1.9M reactions from USPTO patents (1976-2016). The task is: Predict the product of the given reaction. (1) Given the reactants [CH3:1][C:2]1[C:7]([C:8](=[O:22])[CH2:9][O:10][C:11]2[CH:16]=[CH:15][C:14]([CH2:17][C:18]([O:20]C)=[O:19])=[CH:13][CH:12]=2)=[CH:6][CH:5]=[CH:4][N:3]=1.[OH-].[Na+].O, predict the reaction product. The product is: [CH3:1][C:2]1[C:7]([C:8](=[O:22])[CH2:9][O:10][C:11]2[CH:16]=[CH:15][C:14]([CH2:17][C:18]([OH:20])=[O:19])=[CH:13][CH:12]=2)=[CH:6][CH:5]=[CH:4][N:3]=1. (2) Given the reactants [CH3:1][C@H:2]1[CH2:7][NH:6][C@H:5]([CH3:8])[CH2:4][N:3]1[C@H:9]([C:17]1[CH:21]=[CH:20][S:19][CH:18]=1)[C:10]1[CH:11]=[C:12]([OH:16])[CH:13]=[CH:14][CH:15]=1.[F:22][C:23]1[CH:30]=[CH:29][C:26]([CH:27]=O)=[CH:25][CH:24]=1.C(O[BH-](OC(=O)C)OC(=O)C)(=O)C.[Na+].FC1C=CC(CO)=CC=1, predict the reaction product. The product is: [F:22][C:23]1[CH:30]=[CH:29][C:26]([CH2:27][N:6]2[C@H:5]([CH3:8])[CH2:4][N:3]([C@H:9]([C:17]3[CH:21]=[CH:20][S:19][CH:18]=3)[C:10]3[CH:11]=[C:12]([OH:16])[CH:13]=[CH:14][CH:15]=3)[C@@H:2]([CH3:1])[CH2:7]2)=[CH:25][CH:24]=1. (3) Given the reactants [CH2:1]([O:3][C:4]([C@H:6]1[CH2:10][C@@H:9]([O:11]S(C2C=CC(C)=CC=2)(=O)=O)[CH2:8][N:7]1[S:22]([C:25]1[CH:30]=[CH:29][C:28]([CH3:31])=[CH:27][CH:26]=1)(=[O:24])=[O:23])=[O:5])[CH3:2].[C:32]([O-])(=[O:34])[CH3:33].[K+].O, predict the reaction product. The product is: [CH2:1]([O:3][C:4]([C@H:6]1[CH2:10][C@H:9]([O:11][C:32](=[O:34])[CH3:33])[CH2:8][N:7]1[S:22]([C:25]1[CH:30]=[CH:29][C:28]([CH3:31])=[CH:27][CH:26]=1)(=[O:23])=[O:24])=[O:5])[CH3:2]. (4) Given the reactants [F:1][C:2]([F:17])([F:16])[CH:3]([C:5]1[CH:10]=[CH:9][C:8]([F:11])=[C:7]([C:12]([F:15])([F:14])[F:13])[CH:6]=1)[NH2:4].[Cl:18][C:19]1[CH:27]=[C:26]2[C:22]([CH:23]=[C:24]([C:28](O)=[O:29])[NH:25]2)=[CH:21][C:20]=1[C:31]([O:33][CH2:34][CH3:35])=[O:32].F[P-](F)(F)(F)(F)F.N1(OC(N(C)C)=[N+](C)C)C2C=CC=CC=2N=N1.CN1CCOCC1, predict the reaction product. The product is: [Cl:18][C:19]1[CH:27]=[C:26]2[C:22]([CH:23]=[C:24]([C:28](=[O:29])[NH:4][CH:3]([C:5]3[CH:10]=[CH:9][C:8]([F:11])=[C:7]([C:12]([F:13])([F:14])[F:15])[CH:6]=3)[C:2]([F:1])([F:16])[F:17])[NH:25]2)=[CH:21][C:20]=1[C:31]([O:33][CH2:34][CH3:35])=[O:32]. (5) Given the reactants [Cl:1][C:2]1[CH:23]=[CH:22][CH:21]=[C:20]([C:24]([F:27])([F:26])[F:25])[C:3]=1[C:4]([N:6]1[C:14]2[C:9](=[CH:10][CH:11]=[C:12]([C:15]([O:17][CH3:18])=[O:16])[CH:13]=2)[C:8](I)=[N:7]1)=[O:5].CC1(C)C(C)(C)OB([C:36]2[CH2:41][CH2:40][CH:39]([C:42]([O:44][C:45]([CH3:48])([CH3:47])[CH3:46])=[O:43])[CH2:38][CH:37]=2)O1.C1COCC1.C([O-])([O-])=O.[Na+].[Na+], predict the reaction product. The product is: [C:45]([O:44][C:42]([CH:39]1[CH2:40][CH2:41][C:36]([C:8]2[C:9]3[C:14](=[CH:13][C:12]([C:15]([O:17][CH3:18])=[O:16])=[CH:11][CH:10]=3)[N:6]([C:4](=[O:5])[C:3]3[C:20]([C:24]([F:27])([F:26])[F:25])=[CH:21][CH:22]=[CH:23][C:2]=3[Cl:1])[N:7]=2)=[CH:37][CH2:38]1)=[O:43])([CH3:48])([CH3:46])[CH3:47]. (6) Given the reactants [C:1]([N:9]1[CH2:22][CH2:21][C:20]2[C:19]3[C:18](Br)=[CH:17][CH:16]=[CH:15][C:14]=3[NH:13][C:12]=2[CH2:11][CH2:10]1)(=[O:8])[C:2]1[CH:7]=[CH:6][CH:5]=[CH:4][CH:3]=1.[F:24][C:25]1[CH:30]=[CH:29][CH:28]=[CH:27][C:26]=1B(O)O.CCOC(C)=O.CCCCCCC, predict the reaction product. The product is: [C:1]([N:9]1[CH2:22][CH2:21][C:20]2[C:19]3[C:18]([C:26]4[CH:27]=[CH:28][CH:29]=[CH:30][C:25]=4[F:24])=[CH:17][CH:16]=[CH:15][C:14]=3[NH:13][C:12]=2[CH2:11][CH2:10]1)(=[O:8])[C:2]1[CH:7]=[CH:6][CH:5]=[CH:4][CH:3]=1.